This data is from Drug-target binding data from BindingDB using IC50 measurements. The task is: Regression. Given a target protein amino acid sequence and a drug SMILES string, predict the binding affinity score between them. We predict pIC50 (pIC50 = -log10(IC50 in M); higher means more potent). Dataset: bindingdb_ic50. (1) The drug is OC[C@H]1NCC[C@@H](O)[C@@H]1O. The target protein (P35574) has sequence MGNSFDFGVLLILLKYFKSSRSQNGHSKQIRILLLNEMEKLEKTLFRLEQGFELQFRLGPTLQGKPVTVFTNYPFPGETFNREKFRSLEWENPTEREDDSDKYCKLNLQQSGSFQYYFLQGNEKSGGGYIVVDPILRVGADNHMLHLDCVTLQTFLAKCLGPFDEWESRLRVAKESGYNMIHFTPLQTLGLSRSCYSLADQLELNPDFSRPHKKYTWSDVGQLVEKLKREWNVLCITDVVYNHTAANSKWIQEHPECAYNLVNSPHLKPAWVLDRALWHFSCDVAEGKYKNRGVPALIENDHHLNCIRKVIWEDIFPKLHLWEFFQVDVYKAVEKFRGLLTQETWRVIKSDPKQHLKIIQDPEYRRFGCTVDMNIALATFIPHDNGPAAIEECCNWFRKRIEELNSEKHQLMNYHQEQAVNCLLGNVFYERLAGHGPKLGPVTRKYPLVTRYFTFPFEEMPVSTEETMIHLPNKACFFMAHNGWVMGDDPLRNFAEPGSD.... The pIC50 is 5.7. (2) The small molecule is CC(N)(C(=O)O)c1ccc(C(=O)O)cc1. The target protein (Q9NQ66) has sequence MAGAQPGVHALQLKPVCVSDSLKKGTKFVKWDDDSTIVTPIILRTDPQGFFFYWTDQNKETELLDLSLVKDARCGRHAKAPKDPKLRELLDVGNIGRLEQRMITVVYGPDLVNISHLNLVAFQEEVAKEWTNEVFSLATNLLAQNMSRDAFLEKAYTKLKLQVTPEGRIPLKNIYRLFSADRKRVETALEACSLPSSRNDSIPQEDFTPEVYRVFLNNLCPRPEIDNIFSEFGAKSKPYLTVDQMMDFINLKQRDPRLNEILYPPLKQEQVQVLIEKYEPNNSLARKGQISVDGFMRYLSGEENGVVSPEKLDLNEDMSQPLSHYFINSSHNTYLTAGQLAGNSSVEMYRQVLLSGCRCVELDCWKGRTAEEEPVITHGFTMTTEISFKEVIEAIAECAFKTSPFPILLSFENHVDSPKQQAKMAEYCRLIFGDALLMEPLEKYPLESGVPLPSPMDLMYKILVKNKKKSHKSSEGSGKKKLSEQASNTYSDSSSMFEPS.... The pIC50 is 3.8.